This data is from Peptide-MHC class II binding affinity with 134,281 pairs from IEDB. The task is: Regression. Given a peptide amino acid sequence and an MHC pseudo amino acid sequence, predict their binding affinity value. This is MHC class II binding data. The peptide sequence is KHLAVLVKYEGDTMA. The MHC is HLA-DQA10501-DQB10201 with pseudo-sequence HLA-DQA10501-DQB10201. The binding affinity (normalized) is 0.243.